This data is from Forward reaction prediction with 1.9M reactions from USPTO patents (1976-2016). The task is: Predict the product of the given reaction. (1) Given the reactants [NH2:1][C:2]1[CH:3]=[C:4]([NH:9][C:10](=[O:22])[C:11]2[CH:16]=[CH:15][CH:14]=[C:13]([C:17]([C:20]#[N:21])([CH3:19])[CH3:18])[CH:12]=2)[CH:5]=[CH:6][C:7]=1[CH3:8].[SH:23][CH2:24][C:25](O)=[O:26], predict the reaction product. The product is: [C:20]([C:17]([C:13]1[CH:12]=[C:11]([CH:16]=[CH:15][CH:14]=1)[C:10]([NH:9][C:4]1[CH:5]=[CH:6][C:7]([CH3:8])=[C:2]([NH:1][C:25](=[O:26])[CH2:24][SH:23])[CH:3]=1)=[O:22])([CH3:19])[CH3:18])#[N:21]. (2) Given the reactants [F:1][C:2]([F:8])([F:7])[S:3]([O-:6])(=[O:5])=[O:4].[Ca+2].[F:1][C:2]([F:8])([F:7])[S:3]([O-:6])(=[O:5])=[O:4].[Cl:18][C:19]1(Cl)[N:23]([CH3:24])[CH2:22][CH2:21][N:20]1[CH3:25], predict the reaction product. The product is: [F:1][C:2]([F:8])([F:7])[S:3]([O-:6])(=[O:5])=[O:4].[CH3:25][NH+:20]1[CH2:21][CH2:22][N:23]([CH3:24])[CH:19]1[Cl:18]. (3) Given the reactants Cl.[CH3:2][O:3][C:4]1[CH:5]=[C:6]([C:12]2[C:13]([CH3:25])([CH3:24])[C:14](=[O:23])[N:15]([CH:17]3[CH2:22][CH2:21][NH:20][CH2:19][CH2:18]3)[N:16]=2)[CH:7]=[CH:8][C:9]=1[O:10][CH3:11].[N:26]1[C:35]2[C:30](=[CH:31][CH:32]=[CH:33][C:34]=2[S:36](Cl)(=[O:38])=[O:37])[CH:29]=[CH:28][CH:27]=1, predict the reaction product. The product is: [CH3:2][O:3][C:4]1[CH:5]=[C:6]([C:12]2[C:13]([CH3:25])([CH3:24])[C:14](=[O:23])[N:15]([CH:17]3[CH2:22][CH2:21][N:20]([S:36]([C:34]4[CH:33]=[CH:32][CH:31]=[C:30]5[C:35]=4[N:26]=[CH:27][CH:28]=[CH:29]5)(=[O:37])=[O:38])[CH2:19][CH2:18]3)[N:16]=2)[CH:7]=[CH:8][C:9]=1[O:10][CH3:11]. (4) Given the reactants OCCCCO[C:7]1[CH:8]=[C:9]([C:13]([CH2:29][CH3:30])=[C:14]([C:22]2[CH:27]=[CH:26][C:25]([OH:28])=[CH:24][CH:23]=2)[C:15]2[CH:20]=[CH:19][C:18]([OH:21])=[CH:17][CH:16]=2)[CH:10]=[CH:11][CH:12]=1.[C:31]([Cu])#[N:32], predict the reaction product. The product is: [CH2:29]([C:13]([C:9]1[CH:8]=[C:7]([CH:12]=[CH:11][CH:10]=1)[C:31]#[N:32])=[C:14]([C:22]1[CH:27]=[CH:26][C:25]([OH:28])=[CH:24][CH:23]=1)[C:15]1[CH:20]=[CH:19][C:18]([OH:21])=[CH:17][CH:16]=1)[CH3:30]. (5) Given the reactants [I-].[Na+].Br[CH2:4][CH2:5][CH2:6][O:7][C:8]1[CH:9]=[C:10]2[C:15](=[CH:16][C:17]=1[O:18][CH3:19])[C:14](=[O:20])[N:13]([CH2:21][CH2:22][CH2:23][N:24]1[CH2:29][CH2:28][O:27][CH2:26][CH2:25]1)[C:12]1[C:30]3[CH:31]=[C:32]4[O:40][CH2:39][O:38][C:33]4=[CH:34][C:35]=3[C:36](=[O:37])[C:11]2=1.[NH:41]1[CH2:46][CH2:45][O:44][CH2:43][CH2:42]1, predict the reaction product. The product is: [CH3:19][O:18][C:17]1[CH:16]=[C:15]2[C:10]([C:11]3[C:36](=[O:37])[C:35]4[CH:34]=[C:33]5[O:38][CH2:39][O:40][C:32]5=[CH:31][C:30]=4[C:12]=3[N:13]([CH2:21][CH2:22][CH2:23][N:24]3[CH2:29][CH2:28][O:27][CH2:26][CH2:25]3)[C:14]2=[O:20])=[CH:9][C:8]=1[O:7][CH2:6][CH2:5][CH2:4][N:41]1[CH2:46][CH2:45][O:44][CH2:43][CH2:42]1.